This data is from Forward reaction prediction with 1.9M reactions from USPTO patents (1976-2016). The task is: Predict the product of the given reaction. (1) Given the reactants [CH2:1]([N:3]1[CH2:8][CH2:7][N:6]([CH2:9][C:10]2[CH:15]=[C:14]([F:16])[CH:13]=[CH:12][C:11]=2[S:17](Cl)(=[O:19])=[O:18])[C:5](=[O:21])[CH2:4]1)[CH3:2].[NH2:22][C:23]1[C:32]([C:33]([O:35][CH3:36])=[O:34])=[C:31]2[C:26]([CH:27]3[CH2:37][CH:28]3[CH2:29][O:30]2)=[CH:25][CH:24]=1, predict the reaction product. The product is: [CH2:1]([N:3]1[CH2:8][CH2:7][N:6]([CH2:9][C:10]2[CH:15]=[C:14]([F:16])[CH:13]=[CH:12][C:11]=2[S:17]([NH:22][C:23]2[C:32]([C:33]([O:35][CH3:36])=[O:34])=[C:31]3[C:26]([CH:27]4[CH2:37][CH:28]4[CH2:29][O:30]3)=[CH:25][CH:24]=2)(=[O:19])=[O:18])[C:5](=[O:21])[CH2:4]1)[CH3:2]. (2) Given the reactants C([N:8]1[C:12]2[CH2:13][CH:14]([O:16][CH2:17][CH2:18][CH3:19])[CH2:15][C:11]=2[C:10]([C:20]2[N:21]=[N:22][NH:23][N:24]=2)=[N:9]1)C1C=CC=CC=1.CC(C)([O-])C.[K+], predict the reaction product. The product is: [CH2:17]([O:16][CH:14]1[CH2:15][C:11]2=[C:10]([C:20]3[NH:24][N:23]=[N:22][N:21]=3)[NH:9][N:8]=[C:12]2[CH2:13]1)[CH2:18][CH3:19]. (3) Given the reactants [NH2:1][C:2]1[C:10]2[C:5](=[CH:6][CH:7]=[CH:8][CH:9]=2)[C:4]([C:18]2[CH:25]=[CH:24][C:21]([C:22]#[N:23])=[CH:20][CH:19]=2)([C:11]2[CH:16]=[CH:15][CH:14]=[C:13](Br)[CH:12]=2)[N:3]=1.[F:26][C:27]1[C:32](B(O)O)=[CH:31][CH:30]=[CH:29][N:28]=1.C(=O)([O-])[O-].[K+].[K+].COC=COC, predict the reaction product. The product is: [NH2:1][C:2]1[C:10]2[C:5](=[CH:6][CH:7]=[CH:8][CH:9]=2)[C:4]([C:18]2[CH:25]=[CH:24][C:21]([C:22]#[N:23])=[CH:20][CH:19]=2)([C:11]2[CH:16]=[CH:15][CH:14]=[C:13]([C:32]3[C:27]([F:26])=[N:28][CH:29]=[CH:30][CH:31]=3)[CH:12]=2)[N:3]=1. (4) Given the reactants C[O:2][C:3](=[O:43])[CH:4]([NH:27][C:28](=[O:42])[CH:29]([CH2:37][S:38]C(=O)C)[CH2:30][C:31]1[CH:36]=[CH:35][CH:34]=[CH:33][CH:32]=1)[CH2:5][C:6]1[CH:11]=[CH:10][C:9]([NH:12][C:13](=[O:26])[CH2:14][NH:15][CH2:16][C:17]([N:19]2[CH2:23][CH2:22][CH2:21][CH:20]2[C:24]#[N:25])=[O:18])=[CH:8][CH:7]=1.[Li+].[OH-], predict the reaction product. The product is: [C:24]([CH:20]1[CH2:21][CH2:22][CH2:23][N:19]1[C:17](=[O:18])[CH2:16][NH:15][CH2:14][C:13]([NH:12][C:9]1[CH:10]=[CH:11][C:6]([CH2:5][CH:4]([NH:27][C:28](=[O:42])[CH:29]([CH2:37][SH:38])[CH2:30][C:31]2[CH:32]=[CH:33][CH:34]=[CH:35][CH:36]=2)[C:3]([OH:43])=[O:2])=[CH:7][CH:8]=1)=[O:26])#[N:25]. (5) Given the reactants C([O:5][C:6](=[O:19])[CH2:7][O:8][C:9]1[CH:14]=[CH:13][C:12]([C:15]#[N:16])=[CH:11][C:10]=1[C:17]#[CH:18])(C)(C)C.Br[C:21]1[CH:22]=[C:23]([S:27]([NH:30][CH2:31][CH2:32][OH:33])(=[O:29])=[O:28])[CH:24]=[N:25][CH:26]=1, predict the reaction product. The product is: [C:15]([C:12]1[CH:13]=[CH:14][C:9]([O:8][CH2:7][C:6]([OH:5])=[O:19])=[C:10]([C:17]#[C:18][C:21]2[CH:26]=[N:25][CH:24]=[C:23]([S:27]([NH:30][CH2:31][CH2:32][OH:33])(=[O:29])=[O:28])[CH:22]=2)[CH:11]=1)#[N:16]. (6) Given the reactants [OH-].[K+].[CH3:3]N(N=O)S(C1C=CC(C)=CC=1)(=O)=O.[N+](=C)=[N-].[C:20]([OH:28])(=[O:27])[C:21]1[CH:26]=[CH:25][CH:24]=[CH:23][CH:22]=1, predict the reaction product. The product is: [C:20]([O:28][CH3:3])(=[O:27])[C:21]1[CH:26]=[CH:25][CH:24]=[CH:23][CH:22]=1. (7) Given the reactants [C:1]([C:3]1[C:4]([C:21]([F:24])([F:23])[F:22])=[C:5]2[C:9](=[CH:10][CH:11]=1)[N:8]([CH2:12]/[C:13](=[N:16]/[H])/[NH:14][OH:15])[C:7]([CH2:18][CH2:19][CH3:20])=[CH:6]2)#[N:2].[C:25]([C:27]1[CH:28]=[C:29]([CH:33]=[CH:34][CH:35]=1)[C:30](Cl)=O)#[N:26].C(N(CC)C(C)C)(C)C, predict the reaction product. The product is: [C:25]([C:27]1[CH:28]=[C:29]([C:30]2[O:15][N:14]=[C:13]([CH2:12][N:8]3[C:9]4[C:5](=[C:4]([C:21]([F:24])([F:23])[F:22])[C:3]([C:1]#[N:2])=[CH:11][CH:10]=4)[CH:6]=[C:7]3[CH2:18][CH2:19][CH3:20])[N:16]=2)[CH:33]=[CH:34][CH:35]=1)#[N:26]. (8) Given the reactants [F:1][C:2]1[CH:3]=[C:4](B(O)O)[CH:5]=[CH:6][CH:7]=1.C([N:18]1[CH:22]=[CH:21][N:20]=[C:19]1[C:23]1[CH:24]=[N:25][CH:26]=[CH:27][CH:28]=1)C1C=CC=CC=1.[C:29]([C:31]1[CH:32]=[N:33][CH:34]=CC=1)#[N:30].C(N1C=CN=C1C1C=CC=CC=1)C1C=CC=CC=1, predict the reaction product. The product is: [F:1][C:2]1[CH:3]=[C:4]([C:34]2[N:30]=[CH:29][C:31]([C:22]3[NH:18][C:19]([C:23]4[CH:24]=[N:25][CH:26]=[CH:27][CH:28]=4)=[N:20][CH:21]=3)=[CH:32][N:33]=2)[CH:5]=[CH:6][CH:7]=1.